From a dataset of Forward reaction prediction with 1.9M reactions from USPTO patents (1976-2016). Predict the product of the given reaction. (1) Given the reactants C1(C)C=CC(S([NH:10][N:11]=[CH:12][C:13](Cl)=[O:14])(=O)=O)=CC=1.[F:17][C:18]1[CH:19]=[C:20]([NH:28][C:29](=[O:38])[O:30][CH2:31][C:32]2[CH:37]=[CH:36][CH:35]=[CH:34][CH:33]=2)[CH:21]=[CH:22][C:23]=1/[CH:24]=[CH:25]/[CH2:26][OH:27].CN(C)C1C=CC=CC=1.C(N(CC)CC)C, predict the reaction product. The product is: [N+:11](=[CH:12][C:13]([O:27][CH2:26]/[CH:25]=[CH:24]/[C:23]1[CH:22]=[CH:21][C:20]([NH:28][C:29]([O:30][CH2:31][C:32]2[CH:37]=[CH:36][CH:35]=[CH:34][CH:33]=2)=[O:38])=[CH:19][C:18]=1[F:17])=[O:14])=[N-:10]. (2) Given the reactants [Br:1][C:2]1[S:3][C:4]([CH3:10])=[CH:5][C:6]=1[C:7]([OH:9])=O.C(Cl)(=O)C(Cl)=O.[NH2:17][C:18]1[CH:19]=[CH:20][C:21]([CH3:25])=[CH:22][C:23]=1[OH:24].N1C=CC=CC=1.Cl, predict the reaction product. The product is: [Br:1][C:2]1[S:3][C:4]([CH3:10])=[CH:5][C:6]=1[C:7]([NH:17][C:18]1[CH:19]=[CH:20][C:21]([CH3:25])=[CH:22][C:23]=1[OH:24])=[O:9]. (3) Given the reactants [C:1]([O:5][C:6](=[O:22])[NH:7][CH2:8][CH2:9][O:10][N:11]1C(=O)C2C(=CC=CC=2)C1=O)([CH3:4])([CH3:3])[CH3:2], predict the reaction product. The product is: [NH2:11][O:10][CH2:9][CH2:8][NH:7][C:6](=[O:22])[O:5][C:1]([CH3:3])([CH3:2])[CH3:4]. (4) Given the reactants [Cl:1][C:2]1[CH:7]=[CH:6][C:5]([OH:8])=[CH:4][C:3]=1[C:9]([F:12])([F:11])[F:10].F[C:14]1[CH:23]=[CH:22][C:17]([C:18]([O:20][CH3:21])=[O:19])=[CH:16][CH:15]=1.C(=O)([O-])[O-].[K+].[K+].O, predict the reaction product. The product is: [Cl:1][C:2]1[CH:7]=[CH:6][C:5]([O:8][C:14]2[CH:23]=[CH:22][C:17]([C:18]([O:20][CH3:21])=[O:19])=[CH:16][CH:15]=2)=[CH:4][C:3]=1[C:9]([F:10])([F:11])[F:12].